Dataset: Full USPTO retrosynthesis dataset with 1.9M reactions from patents (1976-2016). Task: Predict the reactants needed to synthesize the given product. (1) The reactants are: C[O:2][C:3]([C:5]1[C:6]([C:12]2[CH:17]=[CH:16][CH:15]=[CH:14][CH:13]=2)=[N:7][O:8][C:9]=1[CH2:10][CH3:11])=[O:4].O[Li].O. Given the product [CH2:10]([C:9]1[O:8][N:7]=[C:6]([C:12]2[CH:17]=[CH:16][CH:15]=[CH:14][CH:13]=2)[C:5]=1[C:3]([OH:4])=[O:2])[CH3:11], predict the reactants needed to synthesize it. (2) Given the product [Br:10][C:6]1[CH:5]=[C:4](/[C:2](=[N:12]/[NH:11][C:13](=[O:35])[CH:14]([NH:26][C:27](=[O:34])[C:28]2[CH:33]=[CH:32][CH:31]=[CH:30][CH:29]=2)[C:15]2[C:24]3[C:19](=[CH:20][CH:21]=[CH:22][CH:23]=3)[C:18](=[O:25])[NH:17][N:16]=2)/[CH3:1])[CH:9]=[CH:8][CH:7]=1, predict the reactants needed to synthesize it. The reactants are: [CH3:1][C:2]([C:4]1[CH:9]=[CH:8][CH:7]=[C:6]([Br:10])[CH:5]=1)=O.[NH:11]([C:13](=[O:35])[CH:14]([NH:26][C:27](=[O:34])[C:28]1[CH:33]=[CH:32][CH:31]=[CH:30][CH:29]=1)[C:15]1[C:24]2[C:19](=[CH:20][CH:21]=[CH:22][CH:23]=2)[C:18](=[O:25])[NH:17][N:16]=1)[NH2:12].C(O)(=O)C. (3) Given the product [ClH:80].[ClH:80].[CH3:1][C:2]1[C:3]([C:22]([N:35]2[CH2:36][CH2:37][N:32]([CH2:31][C:27]3[CH:26]=[N:25][CH:30]=[CH:29][CH:28]=3)[CH2:33][CH2:34]2)=[O:24])=[CH:4][C:5]2[C:6]3[N:15]([CH:16]4[CH2:21][CH2:20][O:19][CH2:18][CH2:17]4)[N:14]=[CH:13][C:7]=3[C:8](=[O:12])[NH:9][C:10]=2[CH:11]=1, predict the reactants needed to synthesize it. The reactants are: [CH3:1][C:2]1[C:3]([C:22]([OH:24])=O)=[CH:4][C:5]2[C:6]3[N:15]([CH:16]4[CH2:21][CH2:20][O:19][CH2:18][CH2:17]4)[N:14]=[CH:13][C:7]=3[C:8](=[O:12])[NH:9][C:10]=2[CH:11]=1.[N:25]1[CH:30]=[CH:29][CH:28]=[C:27]([CH2:31][N:32]2[CH2:37][CH2:36][NH:35][CH2:34][CH2:33]2)[CH:26]=1.CCN(C(C)C)C(C)C.CN(C(ON1N=NC2C=CC=CC1=2)=[N+](C)C)C.[B-](F)(F)(F)F.C(=O)([O-])O.[Na+].C(OCC)(=O)C.[ClH:80]. (4) Given the product [NH2:39][C:36]1[N:37]=[CH:38][C:33]([C:19]2[CH:20]=[CH:21][C:22]([C:2]3[CH:16]=[CH:15][CH:14]=[CH:13][C:3]=3[O:4][C:5]3[CH:10]=[CH:9][N:8]=[C:7]([C:11]#[N:12])[CH:6]=3)=[CH:23][C:18]=2[F:17])=[CH:34][N:35]=1, predict the reactants needed to synthesize it. The reactants are: Br[C:2]1[CH:16]=[CH:15][CH:14]=[CH:13][C:3]=1[O:4][C:5]1[CH:10]=[CH:9][N:8]=[C:7]([C:11]#[N:12])[CH:6]=1.[F:17][C:18]1[CH:23]=[C:22](B2OC(C)(C)C(C)(C)O2)[CH:21]=[CH:20][C:19]=1[C:33]1[CH:34]=[N:35][C:36]([NH2:39])=[N:37][CH:38]=1. (5) Given the product [Br:1][C:2]1[N:3]([C:8]2[CH:9]=[C:10]([O:19][CH:27]([F:32])[F:31])[CH:11]=[C:12]([O:17][CH3:18])[C:13]=2[N+:14]([O-:16])=[O:15])[CH:4]=[C:5]([CH3:7])[N:6]=1, predict the reactants needed to synthesize it. The reactants are: [Br:1][C:2]1[N:3]([C:8]2[CH:9]=[C:10]([OH:19])[CH:11]=[C:12]([O:17][CH3:18])[C:13]=2[N+:14]([O-:16])=[O:15])[CH:4]=[C:5]([CH3:7])[N:6]=1.C(=O)([O-])[O-].[K+].[K+].Cl[C:27]([F:32])([F:31])C([O-])=O.[Na+].[Cl-].[NH4+]. (6) Given the product [CH2:1]([C:4]1([CH2:18]/[CH:19]=[CH:20]/[CH3:21])[C:5]2[CH:6]=[CH:7][CH:8]=[CH:9][C:10]=2[C:11]2[C:16]1=[CH:15][CH:14]=[CH:13][CH:12]=2)[CH:2]=[CH2:3], predict the reactants needed to synthesize it. The reactants are: [CH2:1]([CH:4]1[C:16]2[CH:15]=[CH:14][CH:13]=[CH:12][C:11]=2[C:10]2[C:5]1=[CH:6][CH:7]=[CH:8][CH:9]=2)[CH:2]=[CH2:3].O1[CH2:21][CH2:20][CH2:19][CH2:18]1.C([Li])CCC.C(Cl)/C=C/C. (7) Given the product [NH2:8][C:9]1[C:14]([C:15]2[CH2:19][C:18]([CH2:24][C:25]([O:27][CH3:28])=[O:26])([C:20]([O:22][CH3:23])=[O:21])[O:17][N:16]=2)=[CH:13][N:12]=[C:11]2[N:29]([CH2:32][CH3:33])[N:30]=[CH:31][C:10]=12, predict the reactants needed to synthesize it. The reactants are: C([NH:8][C:9]1[C:14]([C:15]2[CH2:19][C:18]([CH2:24][C:25]([O:27][CH3:28])=[O:26])([C:20]([O:22][CH3:23])=[O:21])[O:17][N:16]=2)=[CH:13][N:12]=[C:11]2[N:29]([CH2:32][CH3:33])[N:30]=[CH:31][C:10]=12)C1C=CC=CC=1. (8) Given the product [C:39]([NH:20][C:19]1[C:21]([C:23]#[C:24][CH2:25][NH:26][C:27](=[O:32])[C:28]([F:30])([F:31])[F:29])=[CH:22][N:15]([C@@H:13]2[O:14][C@H:10]([CH2:9][O:8][Si:1]([C:4]([CH3:7])([CH3:5])[CH3:6])([CH3:3])[CH3:2])[C@@H:11]([OH:33])[CH2:12]2)[C:16](=[O:17])[N:18]=1)(=[O:46])[C:40]1[CH:45]=[CH:44][CH:43]=[CH:42][CH:41]=1, predict the reactants needed to synthesize it. The reactants are: [Si:1]([O:8][CH2:9][C@H:10]1[O:14][C@@H:13]([N:15]2[CH:22]=[C:21]([C:23]#[C:24][CH2:25][NH:26][C:27](=[O:32])[C:28]([F:31])([F:30])[F:29])[C:19]([NH2:20])=[N:18][C:16]2=[O:17])[CH2:12][C@@H:11]1[OH:33])([C:4]([CH3:7])([CH3:6])[CH3:5])([CH3:3])[CH3:2].Cl[Si](C)(C)C.[C:39](Cl)(=[O:46])[C:40]1[CH:45]=[CH:44][CH:43]=[CH:42][CH:41]=1.C([O-])(O)=O.[Na+]. (9) Given the product [NH:1]([C:8]([O:10][CH2:11][C:12]1[CH:17]=[CH:16][CH:15]=[CH:14][CH:13]=1)=[O:9])[C@H:2]([C:5]([NH:18][C@H:19]([C:30]([O:32][CH3:33])=[O:31])[CH2:20][C:21]1[C:29]2[C:24](=[CH:25][CH:26]=[CH:27][CH:28]=2)[NH:23][CH:22]=1)=[O:7])[CH2:3][OH:4], predict the reactants needed to synthesize it. The reactants are: [NH:1]([C:8]([O:10][CH2:11][C:12]1[CH:17]=[CH:16][CH:15]=[CH:14][CH:13]=1)=[O:9])[C@H:2]([C:5]([OH:7])=O)[CH2:3][OH:4].[NH2:18][C@H:19]([C:30]([O:32][CH3:33])=[O:31])[CH2:20][C:21]1[C:29]2[C:24](=[CH:25][CH:26]=[CH:27][CH:28]=2)[NH:23][CH:22]=1.C(=O)=O.